Dataset: Forward reaction prediction with 1.9M reactions from USPTO patents (1976-2016). Task: Predict the product of the given reaction. Given the reactants [C:9](O[C:9]([O:11][C:12]([CH3:15])([CH3:14])[CH3:13])=[O:10])([O:11][C:12]([CH3:15])([CH3:14])[CH3:13])=[O:10].[F:16][C:17]1[CH:18]=[CH:19][C:20]([O:23][C:24]2[CH:29]=[CH:28][C:27]([NH:30][C:31]3[CH:32]=[N:33][C:34]([S:37][CH3:38])=[N:35][CH:36]=3)=[CH:26][CH:25]=2)=[N:21][CH:22]=1, predict the reaction product. The product is: [F:16][C:17]1[CH:18]=[CH:19][C:20]([O:23][C:24]2[CH:25]=[CH:26][C:27]([N:30]([C:9]([O:11][C:12]([CH3:13])([CH3:14])[CH3:15])=[O:10])[C:31]3[CH:36]=[N:35][C:34]([S:37][CH3:38])=[N:33][CH:32]=3)=[CH:28][CH:29]=2)=[N:21][CH:22]=1.